Dataset: CYP1A2 inhibition data for predicting drug metabolism from PubChem BioAssay. Task: Regression/Classification. Given a drug SMILES string, predict its absorption, distribution, metabolism, or excretion properties. Task type varies by dataset: regression for continuous measurements (e.g., permeability, clearance, half-life) or binary classification for categorical outcomes (e.g., BBB penetration, CYP inhibition). Dataset: cyp1a2_veith. The drug is CC(=O)O[C@H]1CC[C@@]2(C)[C@@H](CC[C@H]3[C@H]2CC(=O)[C@@]2(C)[C@@H]3C[C@H]3CC(C)=CC(=O)[C@H]32)C1. The result is 0 (non-inhibitor).